This data is from Forward reaction prediction with 1.9M reactions from USPTO patents (1976-2016). The task is: Predict the product of the given reaction. Given the reactants Cl[C:2]1[CH:12]=[CH:11][C:5]([C:6]([O:8][CH2:9][CH3:10])=[O:7])=[CH:4][C:3]=1[N+:13]([O-:15])=[O:14].C([O-])([O-])=O.[K+].[K+].[O:22]1[CH2:27][CH2:26][CH:25]([NH:28]N)[CH2:24][CH2:23]1, predict the reaction product. The product is: [N+:13]([C:3]1[CH:4]=[C:5]([CH:11]=[CH:12][C:2]=1[NH:28][CH:25]1[CH2:26][CH2:27][O:22][CH2:23][CH2:24]1)[C:6]([O:8][CH2:9][CH3:10])=[O:7])([O-:15])=[O:14].